This data is from Forward reaction prediction with 1.9M reactions from USPTO patents (1976-2016). The task is: Predict the product of the given reaction. Given the reactants [O:1]=[C:2]1[CH2:10][C:9]2[C:4](=[CH:5][CH:6]=[C:7](B(O)O)[CH:8]=2)[NH:3]1.[NH2:14][C:15]1[C:24]2[C:19](=[C:20](Br)[CH:21]=[CH:22][CH:23]=2)[N:18]=[N:17][C:16]=1[C:26]([NH2:28])=[O:27], predict the reaction product. The product is: [NH2:14][C:15]1[C:24]2[C:19](=[C:20]([C:6]3[CH:5]=[C:4]4[C:9]([CH2:10][C:2](=[O:1])[NH:3]4)=[CH:8][CH:7]=3)[CH:21]=[CH:22][CH:23]=2)[N:18]=[N:17][C:16]=1[C:26]([NH2:28])=[O:27].